This data is from Full USPTO retrosynthesis dataset with 1.9M reactions from patents (1976-2016). The task is: Predict the reactants needed to synthesize the given product. (1) The reactants are: [CH3:1][C:2]1[O:3][C:4]2[C:9]([C:10](=[O:12])[CH:11]=1)=[CH:8][CH:7]=[CH:6][C:5]=2[CH:13]=O.[CH3:15][C:16]([CH2:18][C:19]([C:21]([F:24])([F:23])[F:22])=[O:20])=O.[NH2:25]/[C:26](/[CH3:35])=[CH:27]\[C:28]([O:30][CH:31]1[CH2:34][CH2:33][CH2:32]1)=[O:29].C(O)(=O)C. Given the product [CH3:35][C:26]1[NH:25][C:16]([CH3:15])=[C:18]([C:19](=[O:20])[C:21]([F:24])([F:23])[F:22])[CH:13]([C:5]2[CH:6]=[CH:7][CH:8]=[C:9]3[C:4]=2[O:3][C:2]([CH3:1])=[CH:11][C:10]3=[O:12])[C:27]=1[C:28]([O:30][CH:31]1[CH2:32][CH2:33][CH2:34]1)=[O:29], predict the reactants needed to synthesize it. (2) Given the product [Cl:1][C:2]1[CH:7]=[CH:6][C:5](/[CH:8]=[CH:9]/[C:10]([N:12]2[CH2:17][CH2:16][C:15]([CH2:19][N:20]3[CH:24]=[C:23]([C:25]([N:37]([CH3:38])[CH3:36])=[O:26])[CH:22]=[N:21]3)([OH:18])[CH2:14][CH2:13]2)=[O:11])=[C:4]([CH2:28][N:29]2[N:33]=[N:32][C:31]([CH3:34])=[N:30]2)[CH:3]=1, predict the reactants needed to synthesize it. The reactants are: [Cl:1][C:2]1[CH:7]=[CH:6][C:5](/[CH:8]=[CH:9]/[C:10]([N:12]2[CH2:17][CH2:16][C:15]([CH2:19][N:20]3[CH:24]=[C:23]([C:25](O)=[O:26])[CH:22]=[N:21]3)([OH:18])[CH2:14][CH2:13]2)=[O:11])=[C:4]([CH2:28][N:29]2[N:33]=[N:32][C:31]([CH3:34])=[N:30]2)[CH:3]=1.Cl.[CH3:36][NH:37][CH3:38].CCN(C(C)C)C(C)C.C(P1(=O)OP(CCC)(=O)OP(CCC)(=O)O1)CC. (3) Given the product [CH3:2][CH:3]([CH2:14][C:15]1[CH:20]=[CH:19][N:18]=[CH:17][CH:16]=1)[C:4]([OH:6])=[O:5], predict the reactants needed to synthesize it. The reactants are: Cl.[CH3:2][C:3]([CH2:14][C:15]1[CH:20]=[CH:19][N:18]=[CH:17][CH:16]=1)(C(OCC)=O)[C:4]([O:6]CC)=[O:5].